From a dataset of Forward reaction prediction with 1.9M reactions from USPTO patents (1976-2016). Predict the product of the given reaction. (1) Given the reactants [Cl:1][C:2]1[C:3]([F:11])=[C:4](/[CH:8]=[N:9]/[CH3:10])[CH:5]=[CH:6][CH:7]=1.[Cl:12][C:13]1[CH:18]=[CH:17][C:16](/[C:19](=[CH:22]/[CH2:23][C:24]([CH3:27])([CH3:26])[CH3:25])/[C:20]#[N:21])=[C:15]([F:28])[CH:14]=1.[OH-].[K+], predict the reaction product. The product is: [Cl:1][C:2]1[C:3]([F:11])=[C:4]([CH:8]2[C:19]([C:16]3[CH:17]=[CH:18][C:13]([Cl:12])=[CH:14][C:15]=3[F:28])([C:20]#[N:21])[CH:22]([CH2:23][C:24]([CH3:27])([CH3:26])[CH3:25])[CH2:10][NH:9]2)[CH:5]=[CH:6][CH:7]=1.[Cl:1][C:2]1[C:3]([F:11])=[C:4]([CH:8]2[NH:9][CH2:10][C:19]([C:16]3[CH:17]=[CH:18][C:13]([Cl:12])=[CH:14][C:15]=3[F:28])([C:20]#[N:21])[CH:22]2[CH2:23][C:24]([CH3:27])([CH3:26])[CH3:25])[CH:5]=[CH:6][CH:7]=1. (2) Given the reactants [CH3:1][N:2]([CH3:18])[C:3]([CH2:5][CH2:6][NH:7][C:8](=[O:17])[O:9][CH2:10][C:11]1[CH:16]=[CH:15][CH:14]=[CH:13][CH:12]=1)=[O:4].[H-].[Na+].I[CH3:22].O, predict the reaction product. The product is: [CH3:18][N:2]([CH3:1])[C:3]([CH2:5][CH2:6][N:7]([CH3:22])[C:8](=[O:17])[O:9][CH2:10][C:11]1[CH:16]=[CH:15][CH:14]=[CH:13][CH:12]=1)=[O:4]. (3) Given the reactants [F:1][C:2]1[CH:7]=[CH:6][CH:5]=[C:4]([F:8])[C:3]=1[NH:9][C:10]([C:12]1[CH:16]=[CH:15][N:14]([CH2:17][C:18]2[CH:23]=[CH:22][CH:21]=[CH:20][C:19]=2[OH:24])[N:13]=1)=[O:11].C(=O)([O-])[O-].[K+].[K+].Br[CH2:32][CH:33]([CH3:35])[CH3:34], predict the reaction product. The product is: [F:8][C:4]1[CH:5]=[CH:6][CH:7]=[C:2]([F:1])[C:3]=1[NH:9][C:10]([C:12]1[CH:16]=[CH:15][N:14]([CH2:17][C:18]2[CH:23]=[CH:22][CH:21]=[CH:20][C:19]=2[O:24][CH2:32][CH:33]([CH3:35])[CH3:34])[N:13]=1)=[O:11]. (4) Given the reactants [CH:1]1([C:6]2[CH:7]=[C:8]([NH2:18])[CH:9]=[N:10][C:11]=2[O:12][CH2:13][C:14]([F:17])([F:16])[F:15])[CH2:5][CH2:4][CH2:3][CH2:2]1.[CH3:19][C:20]1[CH:21]=[C:22]([C:25](O)=[O:26])[NH:23][N:24]=1, predict the reaction product. The product is: [CH:1]1([C:6]2[CH:7]=[C:8]([NH:18][C:25]([C:22]3[NH:23][N:24]=[C:20]([CH3:19])[CH:21]=3)=[O:26])[CH:9]=[N:10][C:11]=2[O:12][CH2:13][C:14]([F:15])([F:16])[F:17])[CH2:2][CH2:3][CH2:4][CH2:5]1. (5) Given the reactants Cl.[CH3:2][O:3][C:4]1[CH:5]=[C:6]([C:12]2[CH:13]([CH3:25])[CH2:14][C:15](=[O:24])[N:16]([CH:18]3[CH2:23][CH2:22][NH:21][CH2:20][CH2:19]3)[N:17]=2)[CH:7]=[CH:8][C:9]=1[O:10][CH3:11].C(N(CC)CC)C.[C:33](OC(=O)C)(=[O:35])[CH3:34], predict the reaction product. The product is: [C:33]([N:21]1[CH2:22][CH2:23][CH:18]([N:16]2[C:15](=[O:24])[CH2:14][CH:13]([CH3:25])[C:12]([C:6]3[CH:7]=[CH:8][C:9]([O:10][CH3:11])=[C:4]([O:3][CH3:2])[CH:5]=3)=[N:17]2)[CH2:19][CH2:20]1)(=[O:35])[CH3:34]. (6) Given the reactants [N+:1]([C:4]1[CH:5]=[N:6][N:7]([CH2:9][C@H:10]([OH:13])[CH2:11][OH:12])[CH:8]=1)([O-])=O, predict the reaction product. The product is: [NH2:1][C:4]1[CH:5]=[N:6][N:7]([CH2:9][C@H:10]([OH:13])[CH2:11][OH:12])[CH:8]=1. (7) Given the reactants [Cl:1][C:2]1[C:3]([C:11]2[CH:16]=[CH:15][CH:14]=[C:13]([Cl:17])[CH:12]=2)=[CH:4][C:5]([C:8]([OH:10])=O)=[N:6][CH:7]=1.[NH2:18][C@@H:19]([CH2:23][CH:24]([CH3:26])[CH3:25])[C:20]([NH2:22])=[O:21], predict the reaction product. The product is: [C:20]([C@@H:19]([NH:18][C:8]([C:5]1[CH:4]=[C:3]([C:11]2[CH:16]=[CH:15][CH:14]=[C:13]([Cl:17])[CH:12]=2)[C:2]([Cl:1])=[CH:7][N:6]=1)=[O:10])[CH2:23][CH:24]([CH3:26])[CH3:25])(=[O:21])[NH2:22].